Dataset: Reaction yield outcomes from USPTO patents with 853,638 reactions. Task: Predict the reaction yield, written as a fraction of the theoretical maximum amount of product (1.0 means a 100% yield; for example, 0.34 means a 34% yield). (1) The reactants are [CH2:1]([C:6]1[C:14]2[C:9](=[CH:10][CH:11]=[CH:12][CH:13]=2)[NH:8][C:7]=1[C:15]1[CH:16]=[C:17]2[C:22](=[CH:23][CH:24]=1)[CH:21]=[C:20]([O:25][CH2:26][C:27]#[N:28])[CH:19]=[CH:18]2)[CH2:2][CH2:3][CH2:4][CH3:5].[CH3:29][C:30](OC(C)=O)=[O:31].CC1(C)C2(CS(O)(=O)=O)C(CC1CC2)=O. No catalyst specified. The product is [C:30]([N:8]1[C:9]2[C:14](=[CH:13][CH:12]=[CH:11][CH:10]=2)[C:6]([CH2:1][CH2:2][CH2:3][CH2:4][CH3:5])=[C:7]1[C:15]1[CH:16]=[C:17]2[C:22](=[CH:23][CH:24]=1)[CH:21]=[C:20]([O:25][CH2:26][C:27]#[N:28])[CH:19]=[CH:18]2)(=[O:31])[CH3:29]. The yield is 0.490. (2) The reactants are [N:1]1[C:10]2[C:5](=[CH:6][CH:7]=[CH:8][C:9]=2[S:11]([N:14]2[CH2:21][C:20]3[CH:22]=[CH:23][CH:24]=[CH:25][C:19]=3[CH2:18][O:17][CH2:16][C@H:15]2[CH2:26][C:27]([NH2:29])=O)(=[O:13])=[O:12])[CH:4]=[CH:3][CH:2]=1.N1C=CC=CC=1.O(C(C(F)(F)F)=O)C(C(F)(F)F)=O. The catalyst is C(Cl)Cl. The product is [N:1]1[C:10]2[C:5](=[CH:6][CH:7]=[CH:8][C:9]=2[S:11]([N:14]2[CH2:21][C:20]3[CH:22]=[CH:23][CH:24]=[CH:25][C:19]=3[CH2:18][O:17][CH2:16][C@H:15]2[CH2:26][C:27]#[N:29])(=[O:12])=[O:13])[CH:4]=[CH:3][CH:2]=1. The yield is 0.360. (3) The reactants are [NH2:1][C:2]1[CH:3]=[C:4]([CH:8]=[CH:9][C:10]=1[Cl:11])[C:5]([OH:7])=[O:6].O=S(Cl)Cl.[CH3:16]O. No catalyst specified. The product is [CH3:16][O:6][C:5](=[O:7])[C:4]1[CH:8]=[CH:9][C:10]([Cl:11])=[C:2]([NH2:1])[CH:3]=1. The yield is 0.970. (4) The reactants are [CH:1]([C:3]1[CH:18]=[CH:17][C:6]([O:7][C:8]2[CH:16]=[CH:15][C:11]([C:12]([NH2:14])=[O:13])=[CH:10][N:9]=2)=[CH:5][CH:4]=1)=O.Cl.[C:20]1([CH:26]2[CH2:31][CH2:30][CH2:29][CH2:28][NH:27]2)[CH:25]=[CH:24][CH:23]=[CH:22][CH:21]=1.C(N(CC)CC)C.[BH4-].[Na+]. The catalyst is CO. The product is [C:20]1([CH:26]2[CH2:31][CH2:30][CH2:29][CH2:28][N:27]2[CH2:1][C:3]2[CH:18]=[CH:17][C:6]([O:7][C:8]3[CH:16]=[CH:15][C:11]([C:12]([NH2:14])=[O:13])=[CH:10][N:9]=3)=[CH:5][CH:4]=2)[CH:25]=[CH:24][CH:23]=[CH:22][CH:21]=1. The yield is 0.0200.